This data is from Reaction yield outcomes from USPTO patents with 853,638 reactions. The task is: Predict the reaction yield, written as a fraction of the theoretical maximum amount of product (1.0 means a 100% yield; for example, 0.34 means a 34% yield). (1) The reactants are [NH2:1][C:2]1[N:6]([C:7]2[CH:8]=[C:9]([CH:16]=[CH:17][C:18]=2[CH3:19])[C:10]([NH:12][CH:13]2[CH2:15][CH2:14]2)=[O:11])[N:5]=[CH:4][C:3]=1[C:20](=[O:31])[C:21]1[CH:26]=[CH:25][CH:24]=[C:23]([O:27][CH2:28][CH2:29]Br)[CH:22]=1.[Cl:32][C:33]1[CH:38]=[CH:37][C:36]([OH:39])=[CH:35][CH:34]=1.C([O-])([O-])=O.[K+].[K+]. The catalyst is CN(C=O)C. The product is [NH2:1][C:2]1[N:6]([C:7]2[CH:8]=[C:9]([CH:16]=[CH:17][C:18]=2[CH3:19])[C:10]([NH:12][CH:13]2[CH2:15][CH2:14]2)=[O:11])[N:5]=[CH:4][C:3]=1[C:20](=[O:31])[C:21]1[CH:26]=[CH:25][CH:24]=[C:23]([O:27][CH2:28][CH2:29][O:39][C:36]2[CH:37]=[CH:38][C:33]([Cl:32])=[CH:34][CH:35]=2)[CH:22]=1. The yield is 0.380. (2) The reactants are [CH3:1][C:2]1[CH:7]=[C:6]([CH3:8])[N:5]=[C:4]([NH2:9])[N:3]=1.[NH2:10]O.[CH3:12][C:13]1[CH:18]=[C:17]([CH3:19])[CH:16]=[C:15]([CH3:20])[C:14]=1[S:21]([O-:24])(=[O:23])=[O:22]. The catalyst is C(Cl)Cl. The product is [CH3:20][C:15]1[CH:16]=[C:17]([CH3:19])[CH:18]=[C:13]([CH3:12])[C:14]=1[S:21]([O-:24])(=[O:23])=[O:22].[NH2:10][N:3]1[C:2]([CH3:1])=[CH:7][C:6]([CH3:8])=[N:5][C:4]1=[NH2+:9]. The yield is 0.620. (3) The yield is 0.0400. The reactants are Br[C:2]1[C:3]([NH:8][C:9]([C:11]2[CH:12]=[N:13][N:14]3[CH:19]=[CH:18][CH:17]=[N:16][C:15]=23)=[O:10])=[N:4][N:5]([CH3:7])[CH:6]=1.[F:20][C:21]([F:32])([F:31])[C:22]1[CH:27]=[CH:26][CH:25]=[CH:24][C:23]=1B(O)O.C(=O)([O-])[O-].[Na+].[Na+]. The product is [CH3:7][N:5]1[CH:6]=[C:2]([C:23]2[CH:24]=[CH:25][CH:26]=[CH:27][C:22]=2[C:21]([F:32])([F:31])[F:20])[C:3]([NH:8][C:9]([C:11]2[CH:12]=[N:13][N:14]3[CH:19]=[CH:18][CH:17]=[N:16][C:15]=23)=[O:10])=[N:4]1. The catalyst is Cl[Pd](Cl)([P](C1C=CC=CC=1)(C1C=CC=CC=1)C1C=CC=CC=1)[P](C1C=CC=CC=1)(C1C=CC=CC=1)C1C=CC=CC=1.C(#N)C. (4) The reactants are [Cl:1][C:2]1[CH:7]=[CH:6][CH:5]=[CH:4][C:3]=1[C:8]1[CH:13]=[CH:12][N:11]=[CH:10][C:9]=1[N:14]([CH3:34])[C:15]([C:17]1([C:20]2[CH:25]=[C:24]([C:26]([F:29])([F:28])[F:27])[CH:23]=[C:22]([C:30]([F:33])([F:32])[F:31])[CH:21]=2)[CH2:19][CH2:18]1)=[O:16].Cl. The catalyst is CO. The product is [ClH:1].[Cl:1][C:2]1[CH:7]=[CH:6][CH:5]=[CH:4][C:3]=1[C:8]1[CH:13]=[CH:12][N:11]=[CH:10][C:9]=1[N:14]([CH3:34])[C:15]([C:17]1([C:20]2[CH:25]=[C:24]([C:26]([F:27])([F:28])[F:29])[CH:23]=[C:22]([C:30]([F:33])([F:31])[F:32])[CH:21]=2)[CH2:18][CH2:19]1)=[O:16]. The yield is 0.750. (5) The reactants are Br[C:2]1[CH:23]=[CH:22][C:5]([C:6]([NH:8][S:9]([C:12]2[CH:17]=[CH:16][CH:15]=[CH:14][C:13]=2[S:18](=[O:21])(=[O:20])[NH2:19])(=[O:11])=[O:10])=[O:7])=[CH:4][CH:3]=1.[C:24]([CH:26]1[CH2:30][CH2:29][CH2:28][CH2:27]1)#[CH:25].C(NC(C)C)(C)C. The catalyst is CN(C)C=O.[Cu]I.Cl[Pd](Cl)([P](C1C=CC=CC=1)(C1C=CC=CC=1)C1C=CC=CC=1)[P](C1C=CC=CC=1)(C1C=CC=CC=1)C1C=CC=CC=1. The product is [CH:26]1([C:24]#[C:25][C:2]2[CH:23]=[CH:22][C:5]([C:6]([NH:8][S:9]([C:12]3[CH:17]=[CH:16][CH:15]=[CH:14][C:13]=3[S:18](=[O:21])(=[O:20])[NH2:19])(=[O:11])=[O:10])=[O:7])=[CH:4][CH:3]=2)[CH2:30][CH2:29][CH2:28][CH2:27]1. The yield is 0.160. (6) The reactants are [N+:1]([C:4]1[CH:9]=[CH:8][C:7]([N:10]2[CH2:15][CH2:14][CH2:13][CH2:12][CH2:11]2)=[CH:6][C:5]=1[C:16]1[CH:21]=[C:20]([N:22]([CH2:30][C:31]2[CH:36]=[CH:35][CH:34]=[C:33]([C:37]([F:40])([F:39])[F:38])[CH:32]=2)[C:23](=[O:29])[O:24][C:25]([CH3:28])([CH3:27])[CH3:26])[CH:19]=[CH:18][N:17]=1)([O-])=O.C(O)(=O)C. The product is [NH2:1][C:4]1[CH:9]=[CH:8][C:7]([N:10]2[CH2:15][CH2:14][CH2:13][CH2:12][CH2:11]2)=[CH:6][C:5]=1[C:16]1[CH:21]=[C:20]([N:22]([CH2:30][C:31]2[CH:36]=[CH:35][CH:34]=[C:33]([C:37]([F:39])([F:40])[F:38])[CH:32]=2)[C:23](=[O:29])[O:24][C:25]([CH3:28])([CH3:26])[CH3:27])[CH:19]=[CH:18][N:17]=1. The yield is 0.830. The catalyst is ClCCl.[Zn].